From a dataset of Full USPTO retrosynthesis dataset with 1.9M reactions from patents (1976-2016). Predict the reactants needed to synthesize the given product. (1) Given the product [CH3:25][C:5]1[CH:4]=[C:3]([OH:2])[CH:8]=[CH:7][C:6]=1[C:9]1[C:17]2[C:12](=[C:13]([C:18]([F:21])([F:20])[F:19])[CH:14]=[CH:15][CH:16]=2)[N:11]([CH2:22][CH2:23][CH3:24])[N:10]=1, predict the reactants needed to synthesize it. The reactants are: C[O:2][C:3]1[CH:8]=[CH:7][C:6]([C:9]2[C:17]3[C:12](=[C:13]([C:18]([F:21])([F:20])[F:19])[CH:14]=[CH:15][CH:16]=3)[N:11]([CH2:22][CH2:23][CH3:24])[N:10]=2)=[C:5]([CH3:25])[CH:4]=1.B(Br)(Br)Br.C1CCCCC=1. (2) Given the product [Cl:22][C:23]1[N:24]=[CH:25][NH:26][C:27]=1[C:28]([NH:1][CH2:2][C:3]1[CH:8]=[CH:7][C:6]([Cl:9])=[C:5]([O:10][C:11]2[CH:18]=[C:17]([Cl:19])[CH:16]=[C:13]([C:14]#[N:15])[C:12]=2[Cl:20])[C:4]=1[F:21])=[O:29], predict the reactants needed to synthesize it. The reactants are: [NH2:1][CH2:2][C:3]1[C:4]([F:21])=[C:5]([O:10][C:11]2[C:12]([Cl:20])=[C:13]([CH:16]=[C:17]([Cl:19])[CH:18]=2)[C:14]#[N:15])[C:6]([Cl:9])=[CH:7][CH:8]=1.[Cl:22][C:23]1[N:24]=[CH:25][N:26](COCC[Si](C)(C)C)[C:27]=1[C:28](O)=[O:29].CCN(C(C)C)C(C)C.CN(C(ON1N=NC2C=CC=NC1=2)=[N+](C)C)C.F[P-](F)(F)(F)(F)F.